From a dataset of Full USPTO retrosynthesis dataset with 1.9M reactions from patents (1976-2016). Predict the reactants needed to synthesize the given product. (1) Given the product [Cl:16][C:3]1[CH:4]=[C:5]([NH:9][C:10]2[N:14]=[C:13]([NH2:15])[NH:12][N:11]=2)[CH:6]=[C:7]([Cl:8])[C:2]=1[C:56]1[CH:57]=[CH:58][C:53]([S:50]([N:45]2[CH2:46][CH2:47][CH2:48][CH2:49]2)(=[O:52])=[O:51])=[CH:54][CH:55]=1, predict the reactants needed to synthesize it. The reactants are: Br[C:2]1[C:7]([Cl:8])=[CH:6][C:5]([NH:9][C:10]2[N:14]=[C:13]([NH2:15])[NH:12][N:11]=2)=[CH:4][C:3]=1[Cl:16].ClC1C=C(N=C=S)C=C(C(F)(F)F)C=1C1C=CC(S(NC2(C)CC2)(=O)=O)=CC=1.[N:45]1([S:50]([C:53]2[CH:58]=[CH:57][C:56](B(O)O)=[CH:55][CH:54]=2)(=[O:52])=[O:51])[CH2:49][CH2:48][CH2:47][CH2:46]1.C([O-])([O-])=O.[Na+].[Na+]. (2) Given the product [I:7][C:8]1[N:9]=[C:10]([C:16]2[CH:21]=[CH:20][C:19]([CH3:22])=[CH:18][CH:17]=2)[O:11][C:12]=1[C:13]([NH:36][C@@H:34]([C:26]1[CH:25]=[N+:24]([O-:23])[C:29]([C:30]([F:31])([F:32])[F:33])=[CH:28][CH:27]=1)[CH3:35])=[O:15], predict the reactants needed to synthesize it. The reactants are: [Cl-].[Na+].[Na+].[Na+].[Cl-].[Cl-].[I:7][C:8]1[N:9]=[C:10]([C:16]2[CH:21]=[CH:20][C:19]([CH3:22])=[CH:18][CH:17]=2)[O:11][C:12]=1[C:13]([OH:15])=O.[O-:23][N+:24]1[C:29]([C:30]([F:33])([F:32])[F:31])=[CH:28][CH:27]=[C:26]([C@H:34]([NH2:36])[CH3:35])[CH:25]=1.C(Cl)CCl.C1C=NC2N(O)N=NC=2C=1.C(N(CC)CC)C. (3) Given the product [CH2:1]([O:3][C:4]([C:6]1([C:9]2[CH:10]=[CH:11][C:12]([C:15]3[CH:20]=[CH:19][C:18]([C:21]4[O:25][N:24]=[C:23]([CH3:26])[C:22]=4[NH:27][C:29]4[CH:30]=[N:31][CH:32]=[C:33]([C:35]5[CH:40]=[C:39]([F:41])[CH:38]=[CH:37][C:36]=5[F:42])[CH:34]=4)=[CH:17][CH:16]=3)=[CH:13][CH:14]=2)[CH2:8][CH2:7]1)=[O:5])[CH3:2], predict the reactants needed to synthesize it. The reactants are: [CH2:1]([O:3][C:4]([C:6]1([C:9]2[CH:14]=[CH:13][C:12]([C:15]3[CH:20]=[CH:19][C:18]([C:21]4[O:25][N:24]=[C:23]([CH3:26])[C:22]=4[NH2:27])=[CH:17][CH:16]=3)=[CH:11][CH:10]=2)[CH2:8][CH2:7]1)=[O:5])[CH3:2].Br[C:29]1[CH:30]=[N:31][CH:32]=[C:33]([C:35]2[CH:40]=[C:39]([F:41])[CH:38]=[CH:37][C:36]=2[F:42])[CH:34]=1. (4) Given the product [F:15][C:16]1[CH:17]=[C:18]([S:23]([NH:1][C:4]2[CH:13]=[CH:12][CH:11]=[C:10]3[C:5]=2[CH:6]=[CH:7][C:8]([NH:27][C:28]2[CH:36]=[CH:35][CH:34]=[C:33]4[C:29]=2[CH2:30][CH2:31][CH2:32]4)=[N:9]3)(=[O:25])=[O:24])[CH:19]=[C:20]([F:22])[CH:21]=1, predict the reactants needed to synthesize it. The reactants are: [N+:1]([C:4]1[CH:13]=[CH:12][CH:11]=[C:10]2[C:5]=1[CH:6]=[CH:7][C:8](Cl)=[N:9]2)([O-])=O.[F:15][C:16]1[CH:17]=[C:18]([S:23](Cl)(=[O:25])=[O:24])[CH:19]=[C:20]([F:22])[CH:21]=1.[NH2:27][C:28]1[CH:36]=[CH:35][CH:34]=[C:33]2[C:29]=1[CH2:30][CH2:31][CH2:32]2. (5) Given the product [O:14]=[C:13]1[N:4]([CH2:5][C:6]([O:8][C:9]([CH3:12])([CH3:10])[CH3:11])=[O:7])[CH2:1][CH:2]=[CH:3][CH2:27][CH2:26][C:25](=[O:30])[NH:24][C@H:17]([C:18]2[CH:19]=[CH:20][CH:21]=[CH:22][CH:23]=2)[CH2:16][O:15]1, predict the reactants needed to synthesize it. The reactants are: [CH2:1]([N:4]([C:13]([O:15][CH2:16][C@H:17]([NH:24][C:25](=[O:30])[CH2:26][CH2:27]C=C)[C:18]1[CH:23]=[CH:22][CH:21]=[CH:20][CH:19]=1)=[O:14])[CH2:5][C:6]([O:8][C:9]([CH3:12])([CH3:11])[CH3:10])=[O:7])[CH:2]=[CH2:3].